From a dataset of Catalyst prediction with 721,799 reactions and 888 catalyst types from USPTO. Predict which catalyst facilitates the given reaction. (1) Reactant: [S:1]1[CH:5]=[CH:4][CH:3]=[C:2]1[C:6]1[S:7][C:8]2[CH2:9][N:10](C(=O)C)[CH2:11][CH2:12][C:13]=2[N:14]=1.C(=O)([O-])[O-].[Na+].[Na+]. Product: [S:1]1[CH:5]=[CH:4][CH:3]=[C:2]1[C:6]1[S:7][C:8]2[CH2:9][NH:10][CH2:11][CH2:12][C:13]=2[N:14]=1. The catalyst class is: 33. (2) Reactant: [F:1]/[C:2](=[CH:8]\[C:9]1[CH:14]=[CH:13][CH:12]=[CH:11][C:10]=1[N+:15]([O-])=O)/[C:3]([O:5][CH2:6][CH3:7])=[O:4].C(O)C.[NH4+].[Cl-]. Product: [NH2:15][C:10]1[CH:11]=[CH:12][CH:13]=[CH:14][C:9]=1/[CH:8]=[C:2](\[F:1])/[C:3]([O:5][CH2:6][CH3:7])=[O:4]. The catalyst class is: 150. (3) Reactant: [Cl:1][C:2]1[C:3]([NH:19][C:20]([C:22]2[C:23](=[O:35])[N:24]([C:29]3[CH:34]=[CH:33][CH:32]=[CH:31][CH:30]=3)[N:25]([CH3:28])[C:26]=2[CH3:27])=[O:21])=[CH:4][C:5]([F:18])=[C:6]([CH:17]=1)[O:7][C:8]1[CH:13]=[CH:12][N:11]=[C:10](C(N)=O)[CH:9]=1.C(OI(C1C=CC=CC=1)OC(=O)C)(=O)C.CC#[N:53]. Product: [NH2:53][C:10]1[CH:9]=[C:8]([O:7][C:6]2[C:5]([F:18])=[CH:4][C:3]([NH:19][C:20]([C:22]3[C:23](=[O:35])[N:24]([C:29]4[CH:34]=[CH:33][CH:32]=[CH:31][CH:30]=4)[N:25]([CH3:28])[C:26]=3[CH3:27])=[O:21])=[C:2]([Cl:1])[CH:17]=2)[CH:13]=[CH:12][N:11]=1. The catalyst class is: 161. (4) Product: [O:28]1[CH:29]=[C:25]([CH2:24][N:4]([CH2:3][C:2]([F:17])([F:18])[F:1])[C:5]2[CH:12]=[CH:11][C:8]([C:9]#[N:10])=[C:7]([C:13]([F:16])([F:14])[F:15])[CH:6]=2)[N:26]=[CH:27]1. The catalyst class is: 10. Reactant: [F:1][C:2]([F:18])([F:17])[CH2:3][NH:4][C:5]1[CH:12]=[CH:11][C:8]([C:9]#[N:10])=[C:7]([C:13]([F:16])([F:15])[F:14])[CH:6]=1.CS(O[CH2:24][C:25]1[N:26]=[CH:27][O:28][CH:29]=1)(=O)=O.C([O-])([O-])=O.[Cs+].[Cs+]. (5) Product: [CH3:34][N:28]1[CH2:29][CH2:30][N:31]([CH3:33])[CH2:32][CH:27]1[CH2:26][O:25][C:20]1[CH:21]=[C:22]2[C:17](=[CH:18][CH:19]=1)[CH:16]=[C:15]([C:9]1[C:8]3[C:12](=[CH:13][CH:14]=[C:6]([C:4]4[N:5]=[C:38]([CH2:37][C:36]([CH3:43])([CH3:42])[CH3:35])[NH:40][N:41]=4)[CH:7]=3)[NH:11][N:10]=1)[CH:24]=[CH:23]2. Reactant: C(O[C:4]([C:6]1[CH:7]=[C:8]2[C:12](=[CH:13][CH:14]=1)[NH:11][N:10]=[C:9]2[C:15]1[CH:24]=[CH:23][C:22]2[C:17](=[CH:18][CH:19]=[C:20]([O:25][CH2:26][CH:27]3[CH2:32][N:31]([CH3:33])[CH2:30][CH2:29][N:28]3[CH3:34])[CH:21]=2)[CH:16]=1)=[NH:5])C.[CH3:35][C:36]([CH3:43])([CH3:42])[CH2:37][C:38]([NH:40][NH2:41])=O.C(N(CC)CC)C. The catalyst class is: 5. (6) Reactant: [Cl:1][C:2]1[C:7]([N+:8]([O-:10])=[O:9])=[CH:6][CH:5]=[C:4]([Cl:11])[C:3]=1[C:12]1[C:13](=[O:22])[NH:14][C:15]2[C:20]([CH:21]=1)=[CH:19][CH:18]=[CH:17][CH:16]=2.I[CH3:24]. Product: [Cl:1][C:2]1[C:7]([N+:8]([O-:10])=[O:9])=[CH:6][CH:5]=[C:4]([Cl:11])[C:3]=1[C:12]1[C:13](=[O:22])[N:14]([CH3:24])[C:15]2[C:20]([CH:21]=1)=[CH:19][CH:18]=[CH:17][CH:16]=2. The catalyst class is: 31. (7) Reactant: [C:1]([N:5]1[C:23](=[O:24])[N:8]2[CH:9]=[C:10]([C:17](C)([CH3:21])[C:18](O)=O)[N:11]=[C:12]([NH:13][CH:14]([CH3:16])[CH3:15])[C:7]2=[N:6]1)([CH3:4])([CH3:3])[CH3:2]. Product: [C:1]([N:5]1[C:23](=[O:24])[N:8]2[CH:9]=[C:10]([CH:17]([CH3:21])[CH3:18])[N:11]=[C:12]([NH:13][CH:14]([CH3:15])[CH3:16])[C:7]2=[N:6]1)([CH3:2])([CH3:4])[CH3:3]. The catalyst class is: 52. (8) Reactant: [CH:1]([C:3]1[CH:11]=[CH:10][C:6]([C:7]([OH:9])=O)=[CH:5][CH:4]=1)=[O:2].Cl.CN(C)CCCN=C=NCC.O.O[N:26]1[C:30]2[CH:31]=CC=[CH:34][C:29]=2N=N1.C[N:36]1[CH2:41][CH2:40]O[CH2:38][CH2:37]1. Product: [CH:30]([N:26]1[CH2:40][CH2:41][N:36]([C:7]([C:6]2[CH:5]=[CH:4][C:3]([CH:1]=[O:2])=[CH:11][CH:10]=2)=[O:9])[CH2:37][CH2:38]1)([CH2:29][CH3:34])[CH3:31]. The catalyst class is: 2.